Predict which catalyst facilitates the given reaction. From a dataset of Catalyst prediction with 721,799 reactions and 888 catalyst types from USPTO. (1) Reactant: [Br:1][C:2]1[S:6][C:5]([NH2:7])=[N:4][N:3]=1.Cl[CH2:9][CH:10]=O.C([O-])(O)=O.[Na+]. Product: [Br:1][C:2]1[S:6][C:5]2=[N:7][CH:9]=[CH:10][N:4]2[N:3]=1. The catalyst class is: 51. (2) Product: [N:1]1([C:7]2[N:8]=[CH:9][C:10]([CH2:11][NH2:12])=[CH:13][CH:14]=2)[CH2:2][CH2:3][CH2:4][CH2:5][CH2:6]1. Reactant: [N:1]1([C:7]2[CH:14]=[CH:13][C:10]([C:11]#[N:12])=[CH:9][N:8]=2)[CH2:6][CH2:5][CH2:4][CH2:3][CH2:2]1.[H-].[Al+3].[Li+].[H-].[H-].[H-].C(OCC)(=O)C.O. The catalyst class is: 27. (3) Reactant: C1N=CN([C:6](N2C=NC=C2)=[O:7])C=1.[CH:13]1([NH:16][C:17]2[CH:22]=[CH:21][N:20]=[CH:19][C:18]=2[NH2:23])[CH2:15][CH2:14]1. Product: [CH:13]1([N:16]2[C:17]3[CH:22]=[CH:21][N:20]=[CH:19][C:18]=3[NH:23][C:6]2=[O:7])[CH2:15][CH2:14]1. The catalyst class is: 23.